Dataset: Full USPTO retrosynthesis dataset with 1.9M reactions from patents (1976-2016). Task: Predict the reactants needed to synthesize the given product. (1) The reactants are: [OH:1][C:2]1[CH:9]=[CH:8][C:5]([CH:6]=[O:7])=[C:4]([O:10][CH3:11])[CH:3]=1.[Cl:12][C:13]1[CH:14]=[C:15]([CH:18]=[CH:19][C:20]=1[Cl:21])[CH2:16]O.C1(P(C2C=CC=CC=2)C2C=CC=CC=2)C=CC=CC=1.C1(C)C=CC=CC=1.N(C(OCC)=O)=NC(OCC)=O. Given the product [Cl:12][C:13]1[CH:14]=[C:15]([CH:18]=[CH:19][C:20]=1[Cl:21])[CH2:16][O:1][C:2]1[CH:9]=[CH:8][C:5]([CH:6]=[O:7])=[C:4]([O:10][CH3:11])[CH:3]=1, predict the reactants needed to synthesize it. (2) Given the product [CH3:3][N:4]1[C:5](=[N:7][N+:8]([O-:10])=[O:9])[NH:6][CH2:23][O:18][CH2:19]1, predict the reactants needed to synthesize it. The reactants are: C=O.[CH3:3][NH:4][C:5]([NH:7][N+:8]([O-:10])=[O:9])=[NH:6].C(N(CC)CC)C.[O:18]1[CH2:23]COC[CH2:19]1.